Dataset: KCNQ2 potassium channel screen with 302,405 compounds. Task: Binary Classification. Given a drug SMILES string, predict its activity (active/inactive) in a high-throughput screening assay against a specified biological target. The molecule is FC(F)(F)C(=O)C=1CCCC1NNC(=O)c1cccnc1. The result is 1 (active).